This data is from Full USPTO retrosynthesis dataset with 1.9M reactions from patents (1976-2016). The task is: Predict the reactants needed to synthesize the given product. The reactants are: C([N:8]1[CH2:11][CH:10]([NH2:12])[CH2:9]1)(OC(C)(C)C)=O.[CH3:13][C:14]([CH3:16])=O.[BH-](OC(C)=O)(OC(C)=O)OC(C)=O.[Na+].[ClH:31].CC(O)C. Given the product [ClH:31].[ClH:31].[CH:14]([N:8]1[CH2:11][CH:10]([NH2:12])[CH2:9]1)([CH3:16])[CH3:13], predict the reactants needed to synthesize it.